From a dataset of Reaction yield outcomes from USPTO patents with 853,638 reactions. Predict the reaction yield, written as a fraction of the theoretical maximum amount of product (1.0 means a 100% yield; for example, 0.34 means a 34% yield). The reactants are [CH:1]1([CH2:6][C@H:7]([C:11]2[CH:16]=[CH:15][C:14]([Cl:17])=[C:13]([Cl:18])[CH:12]=2)[C:8]([OH:10])=O)[CH2:5][CH2:4][CH2:3][CH2:2]1.C(Cl)(=O)C(Cl)=O.C(N(CC)C(C)C)(C)C.[F:34][C:35]([F:44])([F:43])[C:36]1[CH:37]=[CH:38][C:39]([NH2:42])=[N:40][CH:41]=1. The catalyst is C(Cl)Cl.CN(C)C=O.O1CCCC1.O. The product is [CH:1]1([CH2:6][C@H:7]([C:11]2[CH:16]=[CH:15][C:14]([Cl:17])=[C:13]([Cl:18])[CH:12]=2)[C:8]([NH:42][C:39]2[CH:38]=[CH:37][C:36]([C:35]([F:43])([F:34])[F:44])=[CH:41][N:40]=2)=[O:10])[CH2:2][CH2:3][CH2:4][CH2:5]1. The yield is 0.260.